From a dataset of B-cell epitopes from IEDB database with 3,159 antigens for binding position prediction. Token-level Classification. Given an antigen amino acid sequence, predict which amino acid positions are active epitope sites capable of antibody binding. Output is a list of indices for active positions. (1) Given the antigen sequence: MASSTPSPATSSNAGADPNTTNLRPTTYDTWCGVAHGCTRKLGLKICGFLQRTNSLEEKSRLVSAFRERQASKNLLSCENSDPGARFRRTETDFSNLFAQDLLPAKNGEEQTVQFLLEVVDILLNYVRKTFDRSTKVLDFHHPHQLLEGMEGFNLELSDHPESLEQILVDCRDTLKYGVRTGHPRFFNQLSTGLDIIGLAGEWLTSTANTNMFTYEIAPVFVLMEQITLKKMREIIGWSNKDGDGIFSPGGAISNMYSIMAARYKYFPEVKTKGMAAVPKLVLFTSEHSHYSIKKAGAALGFGTDNVILIKCNERGKIIPADLEAKILDAKQKGFVPLYVNATAGTTVYGAFDPIQEIADICEKYNLWLHVDAAWGGGLLMSRKHRHKLSGIERANSVTWNPHKMMGVLLQCSAILVKEKGILQGCNQMCAGYLFQPDKQYDVSYDTGDKAIQCGRHVDIFKFWLMWKAKGTVGFENQINKCLELAEYLYAKIKNREEFE..., which amino acid positions are active epitope sites? The epitope positions are: [576, 577, 578, 579, 580, 581, 582, 583, 584, 585, 586, 587, 588, 589, 590, 591, 592]. The amino acids at these positions are: SDIDFLIEEIERLGQDL. (2) The epitope positions are: [26, 27, 28, 29, 30, 31, 32, 33, 34, 35, 36, 37, 38, 39, 40]. The amino acids at these positions are: TIPVQTFSNLQIRET. Given the antigen sequence: LLNVKLALDIEIATYRKLLEGEENRITIPVQTFSNLQIRETSLDTKSVSEGHLKRNIVVKTVEMRD, which amino acid positions are active epitope sites?